Dataset: Full USPTO retrosynthesis dataset with 1.9M reactions from patents (1976-2016). Task: Predict the reactants needed to synthesize the given product. (1) Given the product [Cl:1][C:2]1[CH:7]=[CH:6][CH:5]=[C:4]([Cl:8])[C:3]=1[CH2:9][CH2:10][C:11]1[C:15]([CH2:16][O:17][C:22]2[CH:23]=[CH:24][C:25]([C:28]3[CH:29]=[C:30]4[C:35](=[CH:36][CH:37]=3)[C:34]([C:38]([O:40][CH2:41][CH3:42])=[O:39])=[CH:33][CH:32]=[CH:31]4)=[CH:26][CH:27]=2)=[C:14]([CH:18]([CH3:20])[CH3:19])[O:13][N:12]=1, predict the reactants needed to synthesize it. The reactants are: [Cl:1][C:2]1[CH:7]=[CH:6][CH:5]=[C:4]([Cl:8])[C:3]=1[CH2:9][CH2:10][C:11]1[C:15]([CH2:16][OH:17])=[C:14]([CH:18]([CH3:20])[CH3:19])[O:13][N:12]=1.O[C:22]1[CH:27]=[CH:26][C:25]([C:28]2[CH:29]=[C:30]3[C:35](=[CH:36][CH:37]=2)[C:34]([C:38]([O:40][CH2:41][CH3:42])=[O:39])=[CH:33][CH:32]=[CH:31]3)=[CH:24][CH:23]=1.C1(P(C2C=CC=CC=2)C2C=CC=CC=2)C=CC=CC=1.N(C(OC(C)C)=O)=NC(OC(C)C)=O. (2) Given the product [OH:14][CH2:2][C:3]1[N:4]=[C:5]([NH:8][C:9](=[O:13])[O:10][CH2:11][CH3:12])[S:6][CH:7]=1, predict the reactants needed to synthesize it. The reactants are: Cl[CH2:2][C:3]1[N:4]=[C:5]([NH:8][C:9](=[O:13])[O:10][CH2:11][CH3:12])[S:6][CH:7]=1.[O:14]1CCOCC1. (3) Given the product [ClH:1].[NH2:25][C:23]1[N:24]=[C:19]([CH2:18][N:9]2[C:10]3[C:15](=[CH:14][CH:13]=[C:12]([OH:17])[CH:11]=3)[CH:16]=[C:8]2[C:3]2[CH:4]=[CH:5][CH:6]=[CH:7][C:2]=2[Cl:1])[CH:20]=[CH:21][CH:22]=1, predict the reactants needed to synthesize it. The reactants are: [Cl:1][C:2]1[CH:7]=[CH:6][CH:5]=[CH:4][C:3]=1[C:8]1[N:9]([CH2:18][C:19]2[N:24]=[C:23]([NH:25]C(=O)C(C)(C)C)[CH:22]=[CH:21][CH:20]=2)[C:10]2[C:15]([CH:16]=1)=[CH:14][CH:13]=[C:12]([OH:17])[CH:11]=2.Cl. (4) The reactants are: [Cl:1][C:2]1[CH:3]=[C:4]([N:8]2[CH2:13][CH2:12][N:11]([C:14]3[C:23]([O:24][C:25]([F:28])([F:27])[F:26])=[C:22]4[C:17]([C:18](=[O:46])[C:19]([C:41]([O:43]CC)=[O:42])=[CH:20][N:21]4[C:29]4[CH:34]=[CH:33][C:32]([CH2:35][N:36]5[CH2:40][CH2:39][CH2:38][CH2:37]5)=[CH:31][CH:30]=4)=[CH:16][C:15]=3[F:47])[CH2:10][CH2:9]2)[CH:5]=[CH:6][CH:7]=1.O. Given the product [Cl:1][C:2]1[CH:3]=[C:4]([N:8]2[CH2:13][CH2:12][N:11]([C:14]3[C:23]([O:24][C:25]([F:26])([F:27])[F:28])=[C:22]4[C:17]([C:18](=[O:46])[C:19]([C:41]([OH:43])=[O:42])=[CH:20][N:21]4[C:29]4[CH:30]=[CH:31][C:32]([CH2:35][N:36]5[CH2:37][CH2:38][CH2:39][CH2:40]5)=[CH:33][CH:34]=4)=[CH:16][C:15]=3[F:47])[CH2:10][CH2:9]2)[CH:5]=[CH:6][CH:7]=1, predict the reactants needed to synthesize it. (5) Given the product [CH3:28][S:29]([N:26]1[CH2:25][CH2:24][CH2:23][N:22]2[C:11]3[C:10]4[C:15](=[CH:16][CH:17]=[CH:18][CH:9]=4)[N:14]=[C:13]([NH2:19])[C:12]=3[N:20]=[C:21]2[CH2:27]1)(=[O:31])=[O:30], predict the reactants needed to synthesize it. The reactants are: C(N(CC)CC)C.Cl.[CH:9]1[CH:18]=[CH:17][CH:16]=[C:15]2[C:10]=1[C:11]1[N:22]3[CH2:23][CH2:24][CH2:25][NH:26][CH2:27][C:21]3=[N:20][C:12]=1[C:13]([NH2:19])=[N:14]2.[CH3:28][S:29](Cl)(=[O:31])=[O:30]. (6) Given the product [NH:2]1[CH2:7][CH2:6][CH2:5][CH2:4][CH:3]1[C:8]([NH2:12])=[O:10], predict the reactants needed to synthesize it. The reactants are: Cl.[NH:2]1[CH2:7][CH2:6][CH2:5][CH2:4][CH:3]1[C:8]([O:10]C)=O.[NH4+:12].[OH-]. (7) Given the product [F:45][C:39]1[CH:40]=[C:41]([F:44])[CH:42]=[CH:43][C:38]=1[CH2:37][O:5][CH2:6][CH2:7][N:8]([C@H:25]1[CH2:26][CH2:27][C@H:28]([CH3:31])[CH2:29][CH2:30]1)[C:9](=[O:24])[NH:59][C:57]1[S:58][C:54]([S:53][C:50]([CH3:51])([CH3:52])[C:49]([OH:48])=[O:60])=[CH:55][N:56]=1, predict the reactants needed to synthesize it. The reactants are: ClC1C=CC=CC=1C[O:5][CH2:6][CH2:7][N:8]([C@H:25]1[CH2:30][CH2:29][C@H:28]([CH3:31])[CH2:27][CH2:26]1)[C:9](=[O:24])NC1SC(SCC(C)(C)C(O)=O)=CN=1.Br[CH2:37][C:38]1[CH:43]=[CH:42][C:41]([F:44])=[CH:40][C:39]=1[F:45].C([O:48][C:49](=[O:60])[C:50]([S:53][C:54]1[S:58][C:57]([NH2:59])=[N:56][CH:55]=1)([CH3:52])[CH3:51])C. (8) The reactants are: [NH2:1][C:2]1[CH:7]=[CH:6][C:5]([N:8]([CH2:32][CH2:33][CH:34]([CH3:36])[CH3:35])[CH:9]2[CH2:14][CH2:13][N:12]([C:15]([C@@H:17]([NH:22][C:23]([N:25]3[CH2:31][CH2:30][CH2:29][CH2:28][CH2:27][CH2:26]3)=[O:24])[CH2:18][CH:19]([CH3:21])[CH3:20])=[O:16])[CH2:11][CH2:10]2)=[CH:4][CH:3]=1.[CH:37](=O)[CH2:38][CH:39]([CH3:41])[CH3:40].[BH-](OC(C)=O)(OC(C)=O)O[C:45](C)=O.[Na+]. Given the product [CH3:40][C:39]([CH3:41])([CH3:45])[CH2:38][CH2:37][NH:1][C:2]1[CH:7]=[CH:6][C:5]([N:8]([CH2:32][CH2:33][CH:34]([CH3:36])[CH3:35])[CH:9]2[CH2:14][CH2:13][N:12]([C:15]([C@@H:17]([NH:22][C:23]([N:25]3[CH2:31][CH2:30][CH2:29][CH2:28][CH2:27][CH2:26]3)=[O:24])[CH2:18][CH:19]([CH3:21])[CH3:20])=[O:16])[CH2:11][CH2:10]2)=[CH:4][CH:3]=1, predict the reactants needed to synthesize it.